From a dataset of Full USPTO retrosynthesis dataset with 1.9M reactions from patents (1976-2016). Predict the reactants needed to synthesize the given product. (1) Given the product [Cl:11][C:12]1[CH:17]=[C:16]([O:18][C:9]2[CH:8]=[CH:7][C:4]([CH:5]=[O:6])=[CH:3][C:2]=2[F:1])[CH:15]=[CH:14][N:13]=1, predict the reactants needed to synthesize it. The reactants are: [F:1][C:2]1[CH:3]=[C:4]([CH:7]=[CH:8][C:9]=1F)[CH:5]=[O:6].[Cl:11][C:12]1[CH:17]=[C:16]([OH:18])[CH:15]=[CH:14][N:13]=1. (2) Given the product [CH3:34][C:31]1[C:30]2[CH:38]=[CH:39][C:27]([O:26][CH2:25][CH2:24][O:15][C:11]3[CH:10]=[C:9]4[C:14](=[CH:13][CH:12]=3)[C@H:6]([CH2:5][C:4]([OH:3])=[O:16])[CH2:7][CH2:8]4)=[C:28]([CH2:40][CH2:41][CH3:42])[C:29]=2[O:33][N:32]=1, predict the reactants needed to synthesize it. The reactants are: C([O:3][C:4](=[O:16])[CH2:5][C@H:6]1[C:14]2[C:9](=[CH:10][C:11]([OH:15])=[CH:12][CH:13]=2)[CH2:8][CH2:7]1)C.C([O-])([O-])=O.[Cs+].[Cs+].Br[CH2:24][CH2:25][O:26][C:27]1[CH:39]=[CH:38][C:30]2[C:31]([C:34](F)(F)F)=[N:32][O:33][C:29]=2[C:28]=1[CH2:40][CH2:41][CH3:42].